Predict the product of the given reaction. From a dataset of Forward reaction prediction with 1.9M reactions from USPTO patents (1976-2016). (1) Given the reactants [Cl:1][C:2]1[CH:7]=[CH:6][C:5]([C:8]([O:17][CH2:18][O:19][CH3:20])([C:13]([F:16])([F:15])[F:14])[C:9]([F:12])([F:11])[F:10])=[CH:4][N:3]=1.[CH2:21]([Li])[CH2:22][CH2:23]C.C(I)C=C.[Cl-].[NH4+], predict the reaction product. The product is: [CH2:23]([C:7]1[C:2]([Cl:1])=[N:3][CH:4]=[C:5]([C:8]([O:17][CH2:18][O:19][CH3:20])([C:9]([F:12])([F:11])[F:10])[C:13]([F:14])([F:15])[F:16])[CH:6]=1)[CH:22]=[CH2:21]. (2) Given the reactants Br[C:2]1[CH:3]=[C:4]([C:8]2[CH:13]=[C:12]([C:14]3[CH:19]=[CH:18][C:17]([C:20]([F:23])([F:22])[F:21])=[CH:16][CH:15]=3)[CH:11]=[C:10]([C:24]([F:27])([F:26])[F:25])[N:9]=2)[CH:5]=[CH:6][CH:7]=1.[NH2:28][C:29]1[N:34]=[CH:33][C:32](B2OC(C)(C)C(C)(C)O2)=[CH:31][N:30]=1, predict the reaction product. The product is: [F:25][C:24]([F:27])([F:26])[C:10]1[N:9]=[C:8]([C:4]2[CH:3]=[C:2]([C:32]3[CH:31]=[N:30][C:29]([NH2:28])=[N:34][CH:33]=3)[CH:7]=[CH:6][CH:5]=2)[CH:13]=[C:12]([C:14]2[CH:19]=[CH:18][C:17]([C:20]([F:23])([F:22])[F:21])=[CH:16][CH:15]=2)[CH:11]=1. (3) Given the reactants [CH3:1][O:2][C:3](=[O:22])[C:4]1[CH:9]=[C:8]([S:10][C:11]2[C:19]3[C:14](=[CH:15][C:16]([Cl:20])=[CH:17][CH:18]=3)[NH:13][C:12]=2[CH3:21])[CH:7]=[N:6][CH:5]=1.Br[C:24]1[CH:25]=[N:26][N:27]([CH:29]([CH3:31])[CH3:30])[CH:28]=1, predict the reaction product. The product is: [CH3:1][O:2][C:3](=[O:22])[C:4]1[CH:9]=[C:8]([S:10][C:11]2[C:19]3[C:14](=[CH:15][C:16]([Cl:20])=[CH:17][CH:18]=3)[N:13]([C:24]3[CH:25]=[N:26][N:27]([CH:29]([CH3:31])[CH3:30])[CH:28]=3)[C:12]=2[CH3:21])[CH:7]=[N:6][CH:5]=1.